This data is from Catalyst prediction with 721,799 reactions and 888 catalyst types from USPTO. The task is: Predict which catalyst facilitates the given reaction. (1) Reactant: [CH2:1]([O:5][C:6]([N:8]1[CH2:13][CH2:12][N:11]([C:14](=[O:31])[CH2:15][NH:16][C:17]([C:19]2[CH:28]=[C:27]([OH:29])[C:26]3[C:21](=[CH:22][C:23]([CH3:30])=[CH:24][CH:25]=3)[N:20]=2)=[O:18])[CH2:10][CH2:9]1)=[O:7])[CH2:2][CH2:3][CH3:4].[CH2:32]([O:39][C:40](=[O:44])[C@H:41]([CH3:43])O)[C:33]1[CH:38]=[CH:37][CH:36]=[CH:35][CH:34]=1.C1(P(C2C=CC=CC=2)C2C=CC=CC=2)C=CC=CC=1.CCOC(/N=N/C(OCC)=O)=O. Product: [CH2:1]([O:5][C:6]([N:8]1[CH2:13][CH2:12][N:11]([C:14](=[O:31])[CH2:15][NH:16][C:17]([C:19]2[CH:28]=[C:27]([O:29][C@@H:41]([C:40]([O:39][CH2:32][C:33]3[CH:38]=[CH:37][CH:36]=[CH:35][CH:34]=3)=[O:44])[CH3:43])[C:26]3[C:21](=[CH:22][C:23]([CH3:30])=[CH:24][CH:25]=3)[N:20]=2)=[O:18])[CH2:10][CH2:9]1)=[O:7])[CH2:2][CH2:3][CH3:4]. The catalyst class is: 20. (2) Reactant: Cl[C:2]1[CH:8]=[CH:7][C:6]([C:9]([F:12])([F:11])[F:10])=[CH:5][C:3]=1[NH2:4].C([O:15][CH:16]=[C:17]([C:23](OCC)=O)[C:18]([O:20]CC)=[O:19])C.C1(C)C=CC=CC=1. Product: [O:15]=[C:16]1[C:5]2[C:3](=[CH:2][CH:8]=[CH:7][C:6]=2[C:9]([F:12])([F:11])[F:10])[NH:4][CH:23]=[C:17]1[C:18]([OH:20])=[O:19]. The catalyst class is: 81. (3) Reactant: C(OC(=O)[NH:10][CH2:11][CH2:12][O:13][C:14]1[CH:19]=[CH:18][C:17]([C:20]2[N:21]=[C:22]([CH3:25])[NH:23][CH:24]=2)=[CH:16][CH:15]=1)C1C=CC=CC=1. Product: [CH3:25][C:22]1[NH:23][CH:24]=[C:20]([C:17]2[CH:18]=[CH:19][C:14]([O:13][CH2:12][CH2:11][NH2:10])=[CH:15][CH:16]=2)[N:21]=1. The catalyst class is: 19. (4) Reactant: CO.[C:3]([O:8][CH3:9])(=[O:7])[C:4]([CH3:6])=O.[C:10]1([C@H:16]([NH2:18])[CH3:17])[CH:15]=[CH:14][CH:13]=[CH:12][CH:11]=1.C(=O)(O)[O-].[Na+]. Product: [C:10]1([C@H:16]([NH:18][CH:4]([CH3:6])[C:3]([O:8][CH3:9])=[O:7])[CH3:17])[CH:15]=[CH:14][CH:13]=[CH:12][CH:11]=1. The catalyst class is: 106. (5) Reactant: [Cl:1][C:2]1[C:3]([CH3:12])=[CH:4][C:5]([N+:9]([O-:11])=[O:10])=[C:6]([CH:8]=1)[NH2:7].[CH3:13][C:14]([O:17][C:18](O[C:18]([O:17][C:14]([CH3:16])([CH3:15])[CH3:13])=[O:19])=[O:19])([CH3:16])[CH3:15].C(O)(C(F)(F)F)=O.C1(C)C=CC=CC=1.C(OC(=O)C)C. Product: [C:14]([O:17][C:18](=[O:19])[NH:7][C:6]1[CH:8]=[C:2]([Cl:1])[C:3]([CH3:12])=[CH:4][C:5]=1[N+:9]([O-:11])=[O:10])([CH3:16])([CH3:15])[CH3:13]. The catalyst class is: 2.